From a dataset of Catalyst prediction with 721,799 reactions and 888 catalyst types from USPTO. Predict which catalyst facilitates the given reaction. (1) Reactant: [CH3:1][O:2][C:3]1[CH:12]=[C:11]2[C:6]([CH2:7][CH2:8][C:9](=[O:15])[C:10]2([CH3:14])[CH3:13])=[CH:5][CH:4]=1.[Cl:16][S:17](O)(=[O:19])=[O:18].C(Cl)(=O)C(Cl)=O.CN(C)C=O. Product: [CH3:1][O:2][C:3]1[C:4]([S:17]([Cl:16])(=[O:19])=[O:18])=[CH:5][C:6]2[CH2:7][CH2:8][C:9](=[O:15])[C:10]([CH3:13])([CH3:14])[C:11]=2[CH:12]=1. The catalyst class is: 4. (2) Reactant: [C:1]1([CH2:7][CH2:8][N:9]2[C:14](=[O:15])[C:13]3[CH:16]=[CH:17][S:18][C:12]=3[NH:11][C:10]2=[O:19])[CH:6]=[CH:5][CH:4]=[CH:3][CH:2]=1.Br[CH2:21][C:22]1[CH:27]=[CH:26][C:25]([C:28]2[C:29]([C:34]#[N:35])=[CH:30][CH:31]=[CH:32][CH:33]=2)=[CH:24][CH:23]=1.C(=O)([O-])[O-].[K+].[K+]. Product: [O:19]=[C:10]1[N:11]([CH2:21][C:22]2[CH:23]=[CH:24][C:25]([C:28]3[C:29]([C:34]#[N:35])=[CH:30][CH:31]=[CH:32][CH:33]=3)=[CH:26][CH:27]=2)[C:12]2[S:18][CH:17]=[CH:16][C:13]=2[C:14](=[O:15])[N:9]1[CH2:8][CH2:7][C:1]1[CH:6]=[CH:5][CH:4]=[CH:3][CH:2]=1. The catalyst class is: 10. (3) Reactant: C[Si](C)(C)CCOC[N:7](COCC[Si](C)(C)C)[C:8]1[N:13]2[N:14]=[CH:15][C:16]([C:17]3[CH:18]=[N:19][C:20]([C:23]4[CH:28]=[CH:27][CH:26]=[CH:25][CH:24]=4)=[CH:21][CH:22]=3)=[C:12]2[N:11]=[C:10]([CH:29]2[CH2:34][CH2:33][C:32](=[O:35])[CH2:31][CH2:30]2)[C:9]=1[Br:36].Br[CH:48](Br)Br.[OH-:51].[K+].[OH2:53]. Product: [NH2:7][C:8]1[N:13]2[N:14]=[CH:15][C:16]([C:17]3[CH:18]=[N:19][C:20]([C:23]4[CH:24]=[CH:25][CH:26]=[CH:27][CH:28]=4)=[CH:21][CH:22]=3)=[C:12]2[N:11]=[C:10]([CH:29]2[CH2:30][CH2:31][C:32]([OH:35])([C:48]([OH:53])=[O:51])[CH2:33][CH2:34]2)[C:9]=1[Br:36]. The catalyst class is: 144. (4) Reactant: [F:1][C:2]1[CH:3]=[CH:4][C:5]([O:27][CH3:28])=[C:6]([C:8]2[CH:13]=[CH:12][N:11]=[C:10]3[NH:14][C:15]([CH:17]4[CH2:22][CH2:21][N:20]([CH2:23][C:24](O)=[O:25])[CH2:19][CH2:18]4)=[CH:16][C:9]=23)[CH:7]=1.[CH3:29][S:30]([NH2:33])(=[O:32])=[O:31].C(N(C(C)C)C(C)C)C. Product: [F:1][C:2]1[CH:3]=[CH:4][C:5]([O:27][CH3:28])=[C:6]([C:8]2[CH:13]=[CH:12][N:11]=[C:10]3[NH:14][C:15]([CH:17]4[CH2:18][CH2:19][N:20]([CH2:23][C:24]([NH:33][S:30]([CH3:29])(=[O:32])=[O:31])=[O:25])[CH2:21][CH2:22]4)=[CH:16][C:9]=23)[CH:7]=1. The catalyst class is: 9. (5) Reactant: [CH3:1][C:2]1[C:11]([C:12]2[CH:17]=[CH:16][CH:15]=[CH:14][CH:13]=2)=[N:10][C:9]2[C:4](=[CH:5][CH:6]=[CH:7][CH:8]=2)[N:3]=1.C1C(=O)N([Br:25])C(=O)C1.C(OOC(=O)C1C=CC=CC=1)(=O)C1C=CC=CC=1. Product: [Br:25][CH2:1][C:2]1[C:11]([C:12]2[CH:17]=[CH:16][CH:15]=[CH:14][CH:13]=2)=[N:10][C:9]2[C:4](=[CH:5][CH:6]=[CH:7][CH:8]=2)[N:3]=1. The catalyst class is: 53. (6) Reactant: C(O[C:6]([N:8](C)[CH2:9][CH2:10][CH:11]1[CH2:16][CH2:15][N:14]([C:17]([O:19][CH2:20][C:21]2[CH:26]=[C:25]([Cl:27])[CH:24]=[C:23]([Cl:28])[CH:22]=2)=[O:18])[CH2:13][CH2:12]1)=O)(C)(C)C.FC(F)(F)C(O)=O. Product: [CH3:6][NH:8][CH2:9][CH2:10][CH:11]1[CH2:12][CH2:13][N:14]([C:17]([O:19][CH2:20][C:21]2[CH:22]=[C:23]([Cl:28])[CH:24]=[C:25]([Cl:27])[CH:26]=2)=[O:18])[CH2:15][CH2:16]1. The catalyst class is: 2. (7) Reactant: C([O-])([O-])=O.[Cs+].[Cs+].[I:7][C:8]1[CH:13]=[CH:12][C:11]([C:14]2[C:18]3[CH2:19][N:20]([C:23](=[O:25])[CH3:24])[CH2:21][CH2:22][C:17]=3[NH:16][N:15]=2)=[CH:10][CH:9]=1.[CH2:26]([CH:28]1[O:30][CH2:29]1)Cl. Product: [I:7][C:8]1[CH:9]=[CH:10][C:11]([C:14]2[C:18]3[CH2:19][N:20]([C:23](=[O:25])[CH3:24])[CH2:21][CH2:22][C:17]=3[N:16]([CH2:26][CH:28]3[CH2:29][O:30]3)[N:15]=2)=[CH:12][CH:13]=1. The catalyst class is: 3. (8) Reactant: [F:1][C:2]1[CH:7]=[CH:6][CH:5]=[C:4]([F:8])[C:3]=1[N:9]1[C:14]2[N:15]=[C:16](S(C)=O)[N:17]=[C:18]([C:19]3[CH:20]=[C:21]([CH:28]=[CH:29][C:30]=3[CH3:31])[C:22]([NH:24][CH:25]([CH3:27])[CH3:26])=[O:23])[C:13]=2[CH2:12][NH:11][C:10]1=[O:35].[CH3:36][N:37]([CH3:48])[CH2:38][CH2:39][CH2:40][N:41]([CH3:47])[CH2:42][CH2:43][CH2:44][NH:45][CH3:46].C(N(CC)CC)C. Product: [F:1][C:2]1[CH:7]=[CH:6][CH:5]=[C:4]([F:8])[C:3]=1[N:9]1[C:14]2[N:15]=[C:16]([N:45]([CH2:44][CH2:43][CH2:42][N:41]([CH2:40][CH2:39][CH2:38][N:37]([CH3:36])[CH3:48])[CH3:47])[CH3:46])[N:17]=[C:18]([C:19]3[CH:20]=[C:21]([CH:28]=[CH:29][C:30]=3[CH3:31])[C:22]([NH:24][CH:25]([CH3:27])[CH3:26])=[O:23])[C:13]=2[CH2:12][NH:11][C:10]1=[O:35]. The catalyst class is: 2. (9) Reactant: [OH:1][C:2]1[C:19]([O:20][CH3:21])=[CH:18][C:17]2[C@@H:16]3[C@H:7]([C@H:8]4[C@@:12]([CH2:14][CH2:15]3)([CH3:13])[C:11](=O)[CH2:10][CH2:9]4)[CH2:6][CH2:5][C:4]=2[CH:3]=1.COC1C=CC(P2(SP(C3C=CC(OC)=CC=3)(=S)S2)=[S:32])=CC=1.O. Product: [OH:1][C:2]1[C:19]([O:20][CH3:21])=[CH:18][C:17]2[C@@H:16]3[C@H:7]([C@H:8]4[C@@:12]([CH2:14][CH2:15]3)([CH3:13])[C:11](=[S:32])[CH2:10][CH2:9]4)[CH2:6][CH2:5][C:4]=2[CH:3]=1. The catalyst class is: 11. (10) Reactant: [F:1][C:2]1[C:7]2[N:8]=[N:9][S:10][C:6]=2[CH:5]=[C:4]2[NH:11][C:12](=[O:22])[N:13]([C:14]3[CH:19]=[CH:18][C:17]([Br:20])=[CH:16][C:15]=3[Cl:21])[C:3]=12.C(N(CC)CC)C.[CH2:30]([C:33]1([S:36](Cl)(=[O:38])=[O:37])[CH2:35][CH2:34]1)[CH:31]=[CH2:32]. Product: [CH2:30]([C:33]1([S:36]([N:11]2[C:4]3=[CH:5][C:6]4[S:10][N:9]=[N:8][C:7]=4[C:2]([F:1])=[C:3]3[N:13]([C:14]3[CH:19]=[CH:18][C:17]([Br:20])=[CH:16][C:15]=3[Cl:21])[C:12]2=[O:22])(=[O:38])=[O:37])[CH2:35][CH2:34]1)[CH:31]=[CH2:32]. The catalyst class is: 64.